This data is from Reaction yield outcomes from USPTO patents with 853,638 reactions. The task is: Predict the reaction yield, written as a fraction of the theoretical maximum amount of product (1.0 means a 100% yield; for example, 0.34 means a 34% yield). (1) The reactants are [Br:1][C:2]1[CH:3]=[CH:4][C:5]([Cl:11])=[C:6]([CH:10]=1)[C:7]([OH:9])=[O:8].[C:12](Cl)(=O)C(Cl)=O.CO. The catalyst is ClCCl.CN(C)C=O. The product is [Br:1][C:2]1[CH:3]=[CH:4][C:5]([Cl:11])=[C:6]([CH:10]=1)[C:7]([O:9][CH3:12])=[O:8]. The yield is 0.910. (2) The reactants are [CH3:1][O:2][C:3]1[CH:4]=[C:5]2[C:10](=[CH:11][CH:12]=1)[C:9]([C:13]1[CH:14]=[CH:15][C:16]([O:19][CH2:20][CH2:21][N:22]3[CH2:26][CH2:25][CH2:24][CH2:23]3)=[N:17][CH:18]=1)=[C:8]([C:27]1[CH:32]=[CH:31][CH:30]=[CH:29][CH:28]=1)[CH2:7][CH2:6]2. The catalyst is C(O)(=O)C.[OH-].[OH-].[Pd+2]. The product is [CH3:1][O:2][C:3]1[CH:4]=[C:5]2[C:10](=[CH:11][CH:12]=1)[C@@H:9]([C:13]1[CH:14]=[CH:15][C:16]([O:19][CH2:20][CH2:21][N:22]3[CH2:23][CH2:24][CH2:25][CH2:26]3)=[N:17][CH:18]=1)[C@@H:8]([C:27]1[CH:32]=[CH:31][CH:30]=[CH:29][CH:28]=1)[CH2:7][CH2:6]2. The yield is 0.720. (3) The catalyst is CO. The product is [CH:11]([N:14]1[C:15]2[C:16](=[CH:19][CH:20]=[CH:21][CH:22]=2)[CH:17]=[C:5]([C:6]([OH:7])=[O:8])[C:4]1=[O:9])([CH3:13])[CH3:12]. The reactants are CC1(C)[O:7][C:6](=[O:8])[CH2:5][C:4](=[O:9])O1.[CH:11]([NH:14][C:15]1[CH:22]=[CH:21][CH:20]=[CH:19][C:16]=1[CH:17]=O)([CH3:13])[CH3:12].C(O)(=O)C.C(N)CN. The yield is 0.980. (4) The reactants are C([O:3][C:4](=[O:28])[CH:5]([OH:27])[CH2:6][CH2:7][NH:8][C:9]([CH:11]1[C:16]([CH3:18])([CH3:17])[CH2:15][O:14][C@@H:13]([C:19]2[CH:24]=[CH:23][C:22]([O:25][CH3:26])=[CH:21][CH:20]=2)[O:12]1)=[O:10])C.O[Li].O. The catalyst is C1COCC1.O. The product is [OH:27][CH:5]([CH2:6][CH2:7][NH:8][C:9]([CH:11]1[C:16]([CH3:18])([CH3:17])[CH2:15][O:14][C@@H:13]([C:19]2[CH:24]=[CH:23][C:22]([O:25][CH3:26])=[CH:21][CH:20]=2)[O:12]1)=[O:10])[C:4]([OH:28])=[O:3]. The yield is 0.990.